From a dataset of Reaction yield outcomes from USPTO patents with 853,638 reactions. Predict the reaction yield, written as a fraction of the theoretical maximum amount of product (1.0 means a 100% yield; for example, 0.34 means a 34% yield). (1) The reactants are Br[CH2:2][C:3]([N:5]([CH2:13][C:14]1[CH:19]=[CH:18][C:17]([F:20])=[CH:16][C:15]=1[F:21])[CH2:6][CH2:7][CH2:8][CH2:9][CH2:10][CH2:11][CH3:12])=[O:4].[CH2:22]([OH:33])[CH2:23][C:24]1[CH:32]=[CH:31][C:29]([OH:30])=[C:26]([O:27][CH3:28])[CH:25]=1.C(=O)([O-])[O-].[K+].[K+]. The catalyst is C(#N)C. The product is [F:21][C:15]1[CH:16]=[C:17]([F:20])[CH:18]=[CH:19][C:14]=1[CH2:13][N:5]([CH2:6][CH2:7][CH2:8][CH2:9][CH2:10][CH2:11][CH3:12])[C:3](=[O:4])[CH2:2][O:30][C:29]1[CH:31]=[CH:32][C:24]([CH2:23][CH2:22][OH:33])=[CH:25][C:26]=1[O:27][CH3:28]. The yield is 0.790. (2) The yield is 0.990. The reactants are [CH3:1][O:2][C:3]([C:5]1[CH:6]=[C:7]2[C:11](=[CH:12][CH:13]=1)[N:10]([C:14]([O:16][C:17]([CH3:20])([CH3:19])[CH3:18])=[O:15])[CH:9]=[C:8]2[C:21]([C:24]#[N:25])([CH3:23])[CH3:22])=[O:4]. The product is [CH3:1][O:2][C:3]([C:5]1[CH:6]=[C:7]2[C:11](=[CH:12][CH:13]=1)[N:10]([C:14]([O:16][C:17]([CH3:18])([CH3:20])[CH3:19])=[O:15])[CH:9]=[C:8]2[C:21]([CH3:23])([CH3:22])[CH2:24][NH2:25])=[O:4]. The catalyst is O=[Pt]=O.CCO. (3) The yield is 0.760. The reactants are Br[C:2]1[CH:7]=[CH:6][N:5]=[CH:4][CH:3]=1.[Br:8][C:9]1[CH:17]=[C:16](B(O)O)[C:12]2[O:13][CH2:14][CH2:15][C:11]=2[CH:10]=1.C([O-])([O-])=O.[Na+].[Na+].[NH4+].[Cl-]. The catalyst is COCCOC.CCO.COCCOC.C1C=CC([P]([Pd]([P](C2C=CC=CC=2)(C2C=CC=CC=2)C2C=CC=CC=2)([P](C2C=CC=CC=2)(C2C=CC=CC=2)C2C=CC=CC=2)[P](C2C=CC=CC=2)(C2C=CC=CC=2)C2C=CC=CC=2)(C2C=CC=CC=2)C2C=CC=CC=2)=CC=1. The product is [Br:8][C:9]1[CH:17]=[C:16]([C:2]2[CH:7]=[CH:6][N:5]=[CH:4][CH:3]=2)[C:12]2[O:13][CH2:14][CH2:15][C:11]=2[CH:10]=1. (4) The yield is 0.990. The product is [Cl:6][C:7]1[CH:14]=[CH:13][CH:12]=[C:11]([Cl:15])[C:8]=1[CH:9]=[N:4][OH:1]. The catalyst is O.C(O)C. The reactants are [OH-:1].[Na+].Cl.[NH2:4]O.[Cl:6][C:7]1[CH:14]=[CH:13][CH:12]=[C:11]([Cl:15])[C:8]=1[CH:9]=O. (5) The reactants are C(N(CC)CC)C.[CH3:8][O:9][CH:10]([O:27][CH3:28])[C:11]1[C:16]([O:17][CH2:18][O:19][CH3:20])=[C:15]([C:21]([F:24])([F:23])[F:22])[CH:14]=[CH:13][C:12]=1[CH2:25][OH:26].[CH3:29][S:30](Cl)(=[O:32])=[O:31]. The catalyst is C(OCC)(=O)C. The product is [CH3:29][S:30]([O:26][CH2:25][C:12]1[CH:13]=[CH:14][C:15]([C:21]([F:22])([F:23])[F:24])=[C:16]([O:17][CH2:18][O:19][CH3:20])[C:11]=1[CH:10]([O:9][CH3:8])[O:27][CH3:28])(=[O:32])=[O:31]. The yield is 0.840. (6) The reactants are [CH3:1][C:2]1[O:6][N:5]=[C:4]([C:7]2[CH:12]=[CH:11][CH:10]=[CH:9][CH:8]=2)[C:3]=1[CH2:13][O:14][C:15]1[CH:23]=[CH:22][C:18]([C:19]([OH:21])=O)=[CH:17][N:16]=1.[NH2:24][CH:25]1[CH2:30][CH2:29][CH2:28][N:27]([C:31]([O:33][C:34]([CH3:37])([CH3:36])[CH3:35])=[O:32])[CH2:26]1. No catalyst specified. The product is [C:34]([O:33][C:31]([N:27]1[CH2:28][CH2:29][CH2:30][CH:25]([NH:24][C:19]([C:18]2[CH:17]=[N:16][C:15]([O:14][CH2:13][C:3]3[C:4]([C:7]4[CH:8]=[CH:9][CH:10]=[CH:11][CH:12]=4)=[N:5][O:6][C:2]=3[CH3:1])=[CH:23][CH:22]=2)=[O:21])[CH2:26]1)=[O:32])([CH3:37])([CH3:35])[CH3:36]. The yield is 0.610. (7) The reactants are O[C@@H]1C2N=CN=C(N3CCN(C(OC(C)(C)C)=O)CC3)C=2[C@H](C)C1.CCN(S(F)(F)F)CC.[F:34][C@H:35]1[C:39]2[N:40]=[CH:41][N:42]=[C:43]([N:44]3[CH2:49][CH2:48][N:47](C(OC(C)(C)C)=O)[CH2:46][CH2:45]3)[C:38]=2[C@H:37]([CH3:57])[CH2:36]1.[ClH:58]. The catalyst is C(Cl)Cl.O1CCOCC1. The product is [ClH:58].[ClH:58].[F:34][C@H:35]1[C:39]2[N:40]=[CH:41][N:42]=[C:43]([N:44]3[CH2:45][CH2:46][NH:47][CH2:48][CH2:49]3)[C:38]=2[C@H:37]([CH3:57])[CH2:36]1. The yield is 0.960.